This data is from Full USPTO retrosynthesis dataset with 1.9M reactions from patents (1976-2016). The task is: Predict the reactants needed to synthesize the given product. Given the product [NH2:5][C:4]1[C:6]2[CH2:7][N:8]([C:12]([O:14][C:15]([CH3:18])([CH3:17])[CH3:16])=[O:13])[CH2:9][C:10]=2[NH:1][N:2]=1, predict the reactants needed to synthesize it. The reactants are: [NH2:1][NH2:2].Cl.[C:4]([CH:6]1[C:10](=O)[CH2:9][N:8]([C:12]([O:14][C:15]([CH3:18])([CH3:17])[CH3:16])=[O:13])[CH2:7]1)#[N:5].